This data is from Reaction yield outcomes from USPTO patents with 853,638 reactions. The task is: Predict the reaction yield, written as a fraction of the theoretical maximum amount of product (1.0 means a 100% yield; for example, 0.34 means a 34% yield). (1) The reactants are [CH2:1]([OH:4])[CH2:2][CH3:3].[H-].[Na+].Cl[C:8]1[CH:13]=[CH:12][C:11]([N+:14]([O-:16])=[O:15])=[CH:10][C:9]=1[C:17]1[CH:22]=[CH:21][C:20]([O:23][C:24]([F:27])([F:26])[F:25])=[CH:19][CH:18]=1. The catalyst is CN(C)C=O.O. The product is [N+:14]([C:11]1[CH:12]=[CH:13][C:8]([O:4][CH2:1][CH2:2][CH3:3])=[C:9]([C:17]2[CH:22]=[CH:21][C:20]([O:23][C:24]([F:27])([F:26])[F:25])=[CH:19][CH:18]=2)[CH:10]=1)([O-:16])=[O:15]. The yield is 0.545. (2) The reactants are Br[C:2]1[CH:3]=[C:4]2[C:9](=[CH:10][CH:11]=1)[N:8]=[C:7]([C:12]([O:14][CH2:15][CH3:16])=[O:13])[CH:6]=[CH:5]2.[OH:17][C:18]1[CH:23]=[CH:22][C:21](B(O)O)=[C:20]([CH3:27])[CH:19]=1.C1(P(C2C=CC=CC=2)C2C=CC=CC=2)C=CC=CC=1.P([O-])([O-])([O-])=O.[K+].[K+].[K+]. The catalyst is C([O-])(=O)C.[Pd+2].C([O-])(=O)C.C(OCC)(=O)C.O.O1CCOCC1. The product is [OH:17][C:18]1[CH:23]=[CH:22][C:21]([C:2]2[CH:3]=[C:4]3[C:9](=[CH:10][CH:11]=2)[N:8]=[C:7]([C:12]([O:14][CH2:15][CH3:16])=[O:13])[CH:6]=[CH:5]3)=[C:20]([CH3:27])[CH:19]=1. The yield is 0.600. (3) The reactants are [OH-:1].[K+].Cl.[NH2:4]O.[Br:6][C:7]1[CH:12]=[C:11]([F:13])[CH:10]=[CH:9][C:8]=1[CH2:14][C:15]#[N:16].[C:17]([O:25][CH3:26])(=[O:24])[C:18]#[C:19][C:20](OC)=[O:21]. The catalyst is CO. The product is [CH3:26][O:25][C:17]([C:18]1[N:16]=[C:15]([CH2:14][C:8]2[CH:9]=[CH:10][C:11]([F:13])=[CH:12][C:7]=2[Br:6])[NH:4][C:20](=[O:21])[C:19]=1[OH:1])=[O:24]. The yield is 0.120. (4) The reactants are C(OC([NH:8][CH2:9][C@H:10]([N:15]1[CH2:20][CH2:19][N:18]([C:21]([O:23][CH2:24][C:25]2[CH:30]=[CH:29][CH:28]=[CH:27][CH:26]=2)=[O:22])[CH2:17][CH2:16]1)[C:11]([O:13][CH3:14])=[O:12])=O)(C)(C)C.[ClH:31].CO. The catalyst is C(O)(C)C. The product is [ClH:31].[ClH:31].[NH2:8][CH2:9][CH:10]([N:15]1[CH2:16][CH2:17][N:18]([C:21]([O:23][CH2:24][C:25]2[CH:30]=[CH:29][CH:28]=[CH:27][CH:26]=2)=[O:22])[CH2:19][CH2:20]1)[C:11]([O:13][CH3:14])=[O:12]. The yield is 0.900.